Dataset: Full USPTO retrosynthesis dataset with 1.9M reactions from patents (1976-2016). Task: Predict the reactants needed to synthesize the given product. (1) Given the product [Cl:28][C:22]1[CH:23]=[CH:24][CH:25]=[C:26]([Cl:27])[C:21]=1[N:19]1[CH:18]=[C:13]2[CH:14]=[N+:15]([O-:17])[CH:16]=[C:11]([CH3:29])[C:12]2=[N:20]1, predict the reactants needed to synthesize it. The reactants are: CB1OB(C)OB(C)O1.Br[C:11]1[C:12]2[C:13](=[CH:18][N:19]([C:21]3[C:26]([Cl:27])=[CH:25][CH:24]=[CH:23][C:22]=3[Cl:28])[N:20]=2)[CH:14]=[N+:15]([O-:17])[CH:16]=1.[C:29](=O)([O-])[O-].[K+].[K+]. (2) Given the product [C:15]([NH:19][C:10]1[C:9]2[C:4](=[CH:5][CH:6]=[CH:7][CH:8]=2)[N:3]=[C:2]([Cl:1])[N:11]=1)([CH3:18])([CH3:17])[CH3:16], predict the reactants needed to synthesize it. The reactants are: [Cl:1][C:2]1[N:11]=[C:10](N(C)C)[C:9]2[C:4](=[CH:5][CH:6]=[CH:7][CH:8]=2)[N:3]=1.[C:15]([NH2:19])([CH3:18])([CH3:17])[CH3:16].C(N(C(C)C)CC)(C)C. (3) The reactants are: C(N(CC)CC)C.Br[CH2:9][CH2:10][O:11][CH2:12][CH2:13][Br:14].BrCC[O:18][N:19]1[C:27](=[O:28])[CH:26]2[CH:21]([CH:22]3[CH2:29][CH:25]2[CH:24]=[CH:23]3)[C:20]1=[O:30]. Given the product [Br:14][CH2:13][CH2:12][O:11][CH2:10][CH2:9][O:18][N:19]1[C:27](=[O:28])[CH:26]2[CH:21]([CH:22]3[CH2:29][CH:25]2[CH:24]=[CH:23]3)[C:20]1=[O:30], predict the reactants needed to synthesize it.